From a dataset of Reaction yield outcomes from USPTO patents with 853,638 reactions. Predict the reaction yield, written as a fraction of the theoretical maximum amount of product (1.0 means a 100% yield; for example, 0.34 means a 34% yield). (1) The reactants are [CH3:1][C:2]1[CH:3]=[C:4]([O:14][C:15]2[CH:16]=[N:17][C:18]([S:21]([CH3:24])(=[O:23])=[O:22])=[CH:19][CH:20]=2)[CH:5]=[C:6]2[C:10]=1[NH:9][C:8]([C:11]([NH2:13])=O)=[CH:7]2.COC1C=CC(P2(SP(C3C=CC(OC)=CC=3)(=S)S2)=[S:34])=CC=1. The catalyst is O1CCCC1. The product is [CH3:1][C:2]1[CH:3]=[C:4]([O:14][C:15]2[CH:16]=[N:17][C:18]([S:21]([CH3:24])(=[O:23])=[O:22])=[CH:19][CH:20]=2)[CH:5]=[C:6]2[C:10]=1[NH:9][C:8]([C:11](=[S:34])[NH2:13])=[CH:7]2. The yield is 0.840. (2) The product is [N+:10]([C:7]1[CH:6]=[CH:5][C:4]([CH:2]([OH:3])[CH3:1])=[CH:9][CH:8]=1)([O-:12])=[O:11]. The reactants are [CH3:1][C:2]([C:4]1[CH:9]=[CH:8][C:7]([N+:10]([O-:12])=[O:11])=[CH:6][CH:5]=1)=[O:3].[BH4-].[Na+]. The yield is 0.910. The catalyst is C1COCC1.CO. (3) The reactants are Cl[C:2]1[C:11]2[C:6](=[CH:7][C:8]([O:14][CH3:15])=[C:9]([O:12][CH3:13])[CH:10]=2)[N:5]=[CH:4][N:3]=1.[OH:16][C:17]1[CH:30]=[CH:29][C:20]2[C:21]([C:25]([NH:27][CH3:28])=[O:26])=[C:22]([CH3:24])[O:23][C:19]=2[CH:18]=1.C([O-])([O-])=O.[K+].[K+]. The catalyst is CC#N. The product is [CH3:13][O:12][C:9]1[CH:10]=[C:11]2[C:6](=[CH:7][C:8]=1[O:14][CH3:15])[N:5]=[CH:4][N:3]=[C:2]2[O:16][C:17]1[CH:30]=[CH:29][C:20]2[C:21]([C:25]([NH:27][CH3:28])=[O:26])=[C:22]([CH3:24])[O:23][C:19]=2[CH:18]=1. The yield is 0.850.